This data is from Reaction yield outcomes from USPTO patents with 853,638 reactions. The task is: Predict the reaction yield, written as a fraction of the theoretical maximum amount of product (1.0 means a 100% yield; for example, 0.34 means a 34% yield). (1) The reactants are [NH2:1][C:2]1[CH:9]=[CH:8][CH:7]=[C:6]([CH:10]2[CH2:12][CH2:11]2)[C:3]=1[C:4]#[N:5].[S:13](Cl)(=[O:16])(=O)[NH2:14].[OH-:18].[Na+].Cl. The catalyst is CC(N(C)C)=O.O. The product is [CH:10]1([C:6]2[C:3]3[C:4]([NH2:5])=[N:14][S:13](=[O:16])(=[O:18])[NH:1][C:2]=3[CH:9]=[CH:8][CH:7]=2)[CH2:11][CH2:12]1. The yield is 0.280. (2) The reactants are [Br:1][C:2]1[CH:7]=[C:6]([C:8]([CH3:11])([CH3:10])[CH3:9])[CH:5]=[CH:4][C:3]=1[NH2:12].[N+:13]([O-])([O-:15])=[O:14].[K+]. The catalyst is OS(O)(=O)=O. The product is [Br:1][C:2]1[CH:7]=[C:6]([C:8]([CH3:9])([CH3:11])[CH3:10])[C:5]([N+:13]([O-:15])=[O:14])=[CH:4][C:3]=1[NH2:12]. The yield is 0.780. (3) The reactants are C(Cl)(=O)C(Cl)=O.CS(C)=O.[Br:11][C:12]1[CH:13]=[CH:14][C:15]2[CH:19]=[C:18]([CH2:20][OH:21])[S:17][C:16]=2[CH:22]=1.C(N(CC)CC)C. The catalyst is C(Cl)Cl. The product is [Br:11][C:12]1[CH:13]=[CH:14][C:15]2[CH:19]=[C:18]([CH:20]=[O:21])[S:17][C:16]=2[CH:22]=1. The yield is 0.890.